This data is from Catalyst prediction with 721,799 reactions and 888 catalyst types from USPTO. The task is: Predict which catalyst facilitates the given reaction. (1) Reactant: [Br:1]N1C(=O)CCC1=O.[C:9]([O:13][C:14]([N:16]1[CH2:21][CH2:20][N:19]([C:22]2[C:23]3[CH:30]=[CH:29][C:28]([F:31])=[CH:27][C:24]=3[S:25][CH:26]=2)[CH2:18][CH2:17]1)=[O:15])([CH3:12])([CH3:11])[CH3:10]. Product: [C:9]([O:13][C:14]([N:16]1[CH2:17][CH2:18][N:19]([C:22]2[C:23]3[CH:30]=[CH:29][C:28]([F:31])=[CH:27][C:24]=3[S:25][C:26]=2[Br:1])[CH2:20][CH2:21]1)=[O:15])([CH3:12])([CH3:10])[CH3:11]. The catalyst class is: 53. (2) Reactant: [CH3:1][C:2]1[CH:11]=[CH:10][C:9]2[C:4](=[CH:5][CH:6]=[CH:7][C:8]=2[N:12]2[CH2:17][CH2:16][N:15]([CH2:18][CH2:19][C:20]3[CH:21]=[C:22]([N:26]4[CH2:30][CH2:29][NH:28][C:27]4=[O:31])[CH:23]=[CH:24][CH:25]=3)[CH2:14][CH2:13]2)[N:3]=1.[CH3:32]I.[H-].[Na+]. Product: [CH3:32][N:28]1[CH2:29][CH2:30][N:26]([C:22]2[CH:23]=[CH:24][CH:25]=[C:20]([CH2:19][CH2:18][N:15]3[CH2:16][CH2:17][N:12]([C:8]4[CH:7]=[CH:6][CH:5]=[C:4]5[C:9]=4[CH:10]=[CH:11][C:2]([CH3:1])=[N:3]5)[CH2:13][CH2:14]3)[CH:21]=2)[C:27]1=[O:31]. The catalyst class is: 1. (3) Reactant: [CH:1]1([N:5]2[CH2:11][CH2:10][C:9]3[CH:12]=[CH:13][C:14]([O:16][C:17]4[N:18]=[CH:19][C:20]([C:23]([OH:25])=O)=[N:21][CH:22]=4)=[CH:15][C:8]=3[CH2:7][CH2:6]2)[CH2:4][CH2:3][CH2:2]1.C(N1C=CN=C1)([N:28]1C=CN=C1)=O.N. Product: [CH:1]1([N:5]2[CH2:11][CH2:10][C:9]3[CH:12]=[CH:13][C:14]([O:16][C:17]4[N:18]=[CH:19][C:20]([C:23]([NH2:28])=[O:25])=[N:21][CH:22]=4)=[CH:15][C:8]=3[CH2:7][CH2:6]2)[CH2:2][CH2:3][CH2:4]1. The catalyst class is: 9. (4) Reactant: [Cl-].O[NH3+:3].[C:4](=[O:7])([O-])[OH:5].[Na+].CS(C)=O.[CH2:13]([C:15]1[S:52][C:18]2[N:19]([CH2:37][C:38]3[CH:43]=[CH:42][C:41]([C:44]4[C:45]([C:50]#[N:51])=[CH:46][CH:47]=[CH:48][CH:49]=4)=[CH:40][CH:39]=3)[C:20](=[O:36])[N:21]([CH2:24][C:25]([C:27]3[CH:32]=[CH:31][C:30]([O:33][CH3:34])=[C:29]([CH3:35])[CH:28]=3)=[O:26])[C:22](=[O:23])[C:17]=2[CH:16]=1)[CH3:14]. Product: [CH2:13]([C:15]1[S:52][C:18]2[N:19]([CH2:37][C:38]3[CH:39]=[CH:40][C:41]([C:44]4[CH:49]=[CH:48][CH:47]=[CH:46][C:45]=4[C:50]4[NH:3][C:4](=[O:7])[O:5][N:51]=4)=[CH:42][CH:43]=3)[C:20](=[O:36])[N:21]([CH2:24][C:25]([C:27]3[CH:32]=[CH:31][C:30]([O:33][CH3:34])=[C:29]([CH3:35])[CH:28]=3)=[O:26])[C:22](=[O:23])[C:17]=2[CH:16]=1)[CH3:14]. The catalyst class is: 22.